Dataset: Forward reaction prediction with 1.9M reactions from USPTO patents (1976-2016). Task: Predict the product of the given reaction. (1) Given the reactants [Cl:1][CH2:2][C:3]1[O:7][C:6]([C:8]2[C:16]3[C:11](=[C:12]([O:17][CH3:18])[CH:13]=[CH:14][CH:15]=3)[N:10]([CH2:19][CH:20]3[CH2:25][CH2:24][CH2:23][CH2:22][CH2:21]3)[CH:9]=2)=[N:5][N:4]=1.[CH2:26]([NH:28][CH2:29][CH3:30])[CH3:27], predict the reaction product. The product is: [ClH:1].[CH:20]1([CH2:19][N:10]2[C:11]3[C:16](=[CH:15][CH:14]=[CH:13][C:12]=3[O:17][CH3:18])[C:8]([C:6]3[O:7][C:3]([CH2:2][N:28]([CH2:29][CH3:30])[CH2:26][CH3:27])=[N:4][N:5]=3)=[CH:9]2)[CH2:25][CH2:24][CH2:23][CH2:22][CH2:21]1. (2) Given the reactants [CH3:1][S:2](Cl)(=[O:4])=[O:3].[Cl:6][C:7]1[C:8]([C:13]2[CH:14]=[C:15]([CH:17]=[C:18]([C:20]3[NH:28][C:23]4=[N:24][CH:25]=[CH:26][CH:27]=[C:22]4[N:21]=3)[CH:19]=2)[NH2:16])=[N:9][CH:10]=[CH:11][CH:12]=1.CCN(CC)CC.[NH4+].[Cl-], predict the reaction product. The product is: [Cl:6][C:7]1[C:8]([C:13]2[CH:14]=[C:15]([NH:16][S:2]([CH3:1])(=[O:4])=[O:3])[CH:17]=[C:18]([C:20]3[NH:28][C:23]4=[N:24][CH:25]=[CH:26][CH:27]=[C:22]4[N:21]=3)[CH:19]=2)=[N:9][CH:10]=[CH:11][CH:12]=1.